The task is: Regression. Given a peptide amino acid sequence and an MHC pseudo amino acid sequence, predict their binding affinity value. This is MHC class I binding data.. This data is from Peptide-MHC class I binding affinity with 185,985 pairs from IEDB/IMGT. (1) The peptide sequence is MLSRVAAVK. The MHC is HLA-A11:01 with pseudo-sequence HLA-A11:01. The binding affinity (normalized) is 0.590. (2) The binding affinity (normalized) is 0.0847. The peptide sequence is DAVEDFLAF. The MHC is HLA-B46:01 with pseudo-sequence HLA-B46:01.